Dataset: Reaction yield outcomes from USPTO patents with 853,638 reactions. Task: Predict the reaction yield, written as a fraction of the theoretical maximum amount of product (1.0 means a 100% yield; for example, 0.34 means a 34% yield). (1) The reactants are [CH2:1]([C:4]1[S:35][C:7]2[N:8]=[C:9]([O:25][C:26]3[CH:34]=[CH:33][C:29]([C:30](O)=[O:31])=[CH:28][CH:27]=3)[N:10]=[C:11]([N:12]3[CH2:17][CH2:16][N:15]4[C:18]([C:21]([F:24])([F:23])[F:22])=[N:19][N:20]=[C:14]4[CH2:13]3)[C:6]=2[CH:5]=1)[CH2:2][CH3:3].[H-].[Al+3].[Li+].[H-].[H-].[H-].[OH-].[Na+].[O-]S([O-])(=O)=O.[Mg+2]. The catalyst is O1CCCC1.O. The product is [CH2:1]([C:4]1[S:35][C:7]2[N:8]=[C:9]([O:25][C:26]3[CH:27]=[CH:28][C:29]([CH:30]=[O:31])=[CH:33][CH:34]=3)[N:10]=[C:11]([N:12]3[CH2:17][CH2:16][N:15]4[C:18]([C:21]([F:23])([F:22])[F:24])=[N:19][N:20]=[C:14]4[CH2:13]3)[C:6]=2[CH:5]=1)[CH2:2][CH3:3]. The yield is 0.100. (2) The reactants are [OH:1][CH:2]1[C:7]([O:10][CH3:11])([O:8][CH3:9])[CH2:6][CH2:5][N:4]([C:12]([O:14][C:15]([CH3:18])([CH3:17])[CH3:16])=[O:13])[CH2:3]1.N1C=CC=CC=1.[C:25](OC(=O)C)(=[O:27])[CH3:26]. The product is [C:25]([O:1][CH:2]1[C:7]([O:8][CH3:9])([O:10][CH3:11])[CH2:6][CH2:5][N:4]([C:12]([O:14][C:15]([CH3:18])([CH3:17])[CH3:16])=[O:13])[CH2:3]1)(=[O:27])[CH3:26]. The catalyst is C(OCC)(=O)C. The yield is 0.830. (3) The product is [CH3:1][S:2]([N:5]1[C:13]2[C:8](=[CH:9][C:10]([CH:14]([CH3:20])[C:15]([OH:17])=[O:16])=[CH:11][CH:12]=2)[CH2:7][CH2:6]1)(=[O:4])=[O:3]. The yield is 0.800. The catalyst is C1COCC1.O. The reactants are [CH3:1][S:2]([N:5]1[C:13]2[C:8](=[CH:9][C:10]([CH:14]([CH3:20])[C:15]([O:17]CC)=[O:16])=[CH:11][CH:12]=2)[CH2:7][CH2:6]1)(=[O:4])=[O:3].[Li+].[OH-].